Task: Predict the product of the given reaction.. Dataset: Forward reaction prediction with 1.9M reactions from USPTO patents (1976-2016) (1) Given the reactants Br[C:2]1[CH:9]=[CH:8][C:5]([C:6]#[N:7])=[CH:4][CH:3]=1.[NH2:10][C:11]1[CH:16]=[CH:15][CH:14]=[CH:13][CH:12]=1.CC(C)([O-])C.[Na+], predict the reaction product. The product is: [C:6]([C:5]1[CH:8]=[CH:9][C:2]([NH:10][C:11]2[CH:16]=[CH:15][CH:14]=[CH:13][CH:12]=2)=[CH:3][CH:4]=1)#[N:7]. (2) Given the reactants [NH2:1][C:2]1[N:7]=[CH:6][N:5]=[C:4]2[N:8]([CH:12]([C:14]3[O:15][C:16]4[C:21]([C:22](=[O:30])[C:23]=3[C:24]3[CH:29]=[CH:28][CH:27]=[CH:26][CH:25]=3)=[CH:20][CH:19]=[CH:18][CH:17]=4)[CH3:13])[N:9]=[C:10](I)[C:3]=12.[CH3:31][C:32]1[C:40]2[C:35](=[CH:36][C:37](B3OC(C)(C)C(C)(C)O3)=[CH:38][CH:39]=2)[NH:34][N:33]=1.C(=O)([O-])[O-].[Na+].[Na+].ClCCl, predict the reaction product. The product is: [NH2:1][C:2]1[N:7]=[CH:6][N:5]=[C:4]2[N:8]([CH:12]([C:14]3[O:15][C:16]4[C:21]([C:22](=[O:30])[C:23]=3[C:24]3[CH:29]=[CH:28][CH:27]=[CH:26][CH:25]=3)=[CH:20][CH:19]=[CH:18][CH:17]=4)[CH3:13])[N:9]=[C:10]([C:37]3[CH:36]=[C:35]4[C:40]([C:32]([CH3:31])=[N:33][NH:34]4)=[CH:39][CH:38]=3)[C:3]=12. (3) Given the reactants [C:1]1([S:7]([C:10]2[CH:11]=[C:12]3[C:16](=[CH:17][CH:18]=2)[N:15]([CH:19]2[CH2:24][CH2:23][N:22](C(OC(C)(C)C)=O)[CH2:21][CH2:20]2)[CH:14]=[CH:13]3)(=[O:9])=[O:8])[CH:6]=[CH:5][CH:4]=[CH:3][CH:2]=1.[ClH:32], predict the reaction product. The product is: [ClH:32].[C:1]1([S:7]([C:10]2[CH:11]=[C:12]3[C:16](=[CH:17][CH:18]=2)[N:15]([CH:19]2[CH2:24][CH2:23][NH:22][CH2:21][CH2:20]2)[CH:14]=[CH:13]3)(=[O:9])=[O:8])[CH:6]=[CH:5][CH:4]=[CH:3][CH:2]=1.